From a dataset of Full USPTO retrosynthesis dataset with 1.9M reactions from patents (1976-2016). Predict the reactants needed to synthesize the given product. (1) Given the product [F:30][C:31]1[CH:32]=[C:33]2[C:37](=[CH:38][CH:39]=1)[NH:36][CH:35]=[C:34]2[C:40]1[CH2:41][CH2:42][N:43]([CH2:12][CH:13]2[O:22][C:21]3[C:16](=[CH:17][CH:18]=[C:19]4[NH:25][C:24]([C:26]([F:29])([F:28])[F:27])=[N:23][C:20]4=3)[O:15][CH2:14]2)[CH2:44][CH:45]=1, predict the reactants needed to synthesize it. The reactants are: CC1C=CC(S(O[CH2:12][C@@H:13]2[O:22][C:21]3[C:16](=[CH:17][CH:18]=[C:19]4[NH:25][C:24]([C:26]([F:29])([F:28])[F:27])=[N:23][C:20]4=3)[O:15][CH2:14]2)(=O)=O)=CC=1.[F:30][C:31]1[CH:32]=[C:33]2[C:37](=[CH:38][CH:39]=1)[NH:36][CH:35]=[C:34]2[C:40]1[CH2:41][CH2:42][NH:43][CH2:44][CH:45]=1. (2) Given the product [CH2:1]([N:8]1[CH:12]=[C:11]([C:13]([NH2:40])=[O:14])[C:10]([O:16][CH2:17][C:18]2[CH:19]=[CH:20][C:21]([O:24][CH2:25][C:26]3[N:27]=[C:28]([C:32]4[O:33][CH:34]=[CH:35][CH:36]=4)[O:29][C:30]=3[CH3:31])=[CH:22][CH:23]=2)=[N:9]1)[C:2]1[CH:7]=[CH:6][CH:5]=[CH:4][CH:3]=1, predict the reactants needed to synthesize it. The reactants are: [CH2:1]([N:8]1[CH:12]=[C:11]([C:13](O)=[O:14])[C:10]([O:16][CH2:17][C:18]2[CH:23]=[CH:22][C:21]([O:24][CH2:25][C:26]3[N:27]=[C:28]([C:32]4[O:33][CH:34]=[CH:35][CH:36]=4)[O:29][C:30]=3[CH3:31])=[CH:20][CH:19]=2)=[N:9]1)[C:2]1[CH:7]=[CH:6][CH:5]=[CH:4][CH:3]=1.Cl.C([N:40]=C=NCCCN(C)C)C.CN(C)C=O. (3) Given the product [NH2:6][C@@H:5]([CH2:14][C@H:15]1[CH2:20][CH2:19][CH2:18][O:17][CH2:16]1)[CH2:4][OH:3], predict the reactants needed to synthesize it. The reactants are: CC1(C)[N:6](C(OC(C)(C)C)=O)[C@@H:5]([CH2:14][C@H:15]2[CH2:20][CH2:19][CH2:18][O:17][CH2:16]2)[CH2:4][O:3]1. (4) Given the product [OH:20][N:12]1[C:13]2[N:14]=[CH:15][N:16]=[C:17]([CH3:19])[C:18]=2[CH:9]=[CH:10][C:11]1=[O:28], predict the reactants needed to synthesize it. The reactants are: NCC1C=CC(CN[C:9]2[C:18]3[C:17]([CH3:19])=[N:16][CH:15]=[N:14][C:13]=3[N:12]([O:20]CC3C=CC=CC=3)[C:11](=[O:28])[CH:10]=2)=CC=1.CO.[H][H].